Dataset: Full USPTO retrosynthesis dataset with 1.9M reactions from patents (1976-2016). Task: Predict the reactants needed to synthesize the given product. Given the product [F:1][C:2]1[CH:3]=[CH:4][C:5]([C:8]([CH:9]([C:10](=[O:12])[CH3:11])[CH2:21][C:22]([O:24][CH2:25][CH3:26])=[O:23])=[O:13])=[CH:6][CH:7]=1, predict the reactants needed to synthesize it. The reactants are: [F:1][C:2]1[CH:7]=[CH:6][C:5]([C:8](=[O:13])[CH2:9][C:10](=[O:12])[CH3:11])=[CH:4][CH:3]=1.C(=O)([O-])[O-].[K+].[K+].Br[CH2:21][C:22]([O:24][CH2:25][CH3:26])=[O:23].Cl.